Dataset: Catalyst prediction with 721,799 reactions and 888 catalyst types from USPTO. Task: Predict which catalyst facilitates the given reaction. (1) Reactant: [C:1]([CH2:3][C:4]1([N:18]2[CH:22]=[C:21]([C:23]3[CH:28]=[CH:27][N:26]=[C:25]4[NH:29][CH:30]=[CH:31][C:24]=34)[CH:20]=[N:19]2)[CH2:7][N:6]([C:8]2[N:9]=[CH:10][C:11]([C:14]([O:16]C)=[O:15])=[N:12][CH:13]=2)[CH2:5]1)#[N:2].O.[OH-].[Li+]. Product: [C:1]([CH2:3][C:4]1([N:18]2[CH:22]=[C:21]([C:23]3[CH:28]=[CH:27][N:26]=[C:25]4[NH:29][CH:30]=[CH:31][C:24]=34)[CH:20]=[N:19]2)[CH2:5][N:6]([C:8]2[N:9]=[CH:10][C:11]([C:14]([OH:16])=[O:15])=[N:12][CH:13]=2)[CH2:7]1)#[N:2]. The catalyst class is: 24. (2) Reactant: [H-].[Na+].[C@@H:3]([OH:7])([CH2:5][CH3:6])[CH3:4].F[C:9]1[N:14]=[CH:13][C:12]([C:15]2[O:19][N:18]=[C:17]([C:20]3[CH:28]=[CH:27][C:26]4[NH:25][C:24]5[CH:29]([CH2:32][C:33]([O:35]CC)=[O:34])[CH2:30][CH2:31][C:23]=5[C:22]=4[CH:21]=3)[N:16]=2)=[CH:11][C:10]=1[CH3:38]. The catalyst class is: 31. Product: [CH:3]([O:7][C:9]1[N:14]=[CH:13][C:12]([C:15]2[O:19][N:18]=[C:17]([C:20]3[CH:28]=[CH:27][C:26]4[NH:25][C:24]5[CH:29]([CH2:32][C:33]([OH:35])=[O:34])[CH2:30][CH2:31][C:23]=5[C:22]=4[CH:21]=3)[N:16]=2)=[CH:11][C:10]=1[CH3:38])([CH2:5][CH3:6])[CH3:4]. (3) Reactant: [NH2:1][C@@H:2]1[C:8](=[O:9])[N:7]([CH:10]([CH3:12])[CH3:11])[C:6]2[CH:13]=[CH:14][CH:15]=[CH:16][C:5]=2[O:4][C@@H:3]1[C:17]1[CH:22]=[CH:21][CH:20]=[CH:19][CH:18]=1.[F:23][C:24]1[CH:25]=[C:26]([CH2:31][C:32]([NH:34][C@H:35]([C:37](O)=[O:38])[CH3:36])=[O:33])[CH:27]=[C:28]([F:30])[CH:29]=1.C1C=CC2N(O)N=NC=2C=1.CN1CCOCC1.CCN=C=NCCCN(C)C.Cl. Product: [F:23][C:24]1[CH:25]=[C:26]([CH2:31][C:32]([NH:34][C@H:35]([C:37]([NH:1][C@@H:2]2[C:8](=[O:9])[N:7]([CH:10]([CH3:12])[CH3:11])[C:6]3[CH:13]=[CH:14][CH:15]=[CH:16][C:5]=3[O:4][C@@H:3]2[C:17]2[CH:22]=[CH:21][CH:20]=[CH:19][CH:18]=2)=[O:38])[CH3:36])=[O:33])[CH:27]=[C:28]([F:30])[CH:29]=1. The catalyst class is: 4. (4) Reactant: C(OC([NH:8][C@@H:9]1[CH2:17][C:16]2[C:11](=[CH:12][CH:13]=[CH:14][CH:15]=2)[C@H:10]1[CH2:18][C:19]([O:21][CH3:22])=[O:20])=O)(C)(C)C.[ClH:23]. Product: [ClH:23].[NH2:8][C@@H:9]1[CH2:17][C:16]2[C:11](=[CH:12][CH:13]=[CH:14][CH:15]=2)[C@H:10]1[CH2:18][C:19]([O:21][CH3:22])=[O:20]. The catalyst class is: 2. (5) Reactant: [CH3:1][C@H:2]1[C@@:11]2([CH3:27])[C@H:12]([O:22][C:23]([CH2:25][OH:26])=[O:24])[CH2:13][C@:14]([CH:20]=[CH2:21])([CH3:19])[C@@H:15]([OH:18])[C@H:16]([CH3:17])[C@:5]3([C@@H:10]2[C:8](=[O:9])[CH2:7][CH2:6]3)[CH2:4][CH2:3]1.CCN(CC)CC.[CH3:35][S:36](Cl)(=[O:38])=[O:37]. Product: [CH3:1][C@H:2]1[C@@:11]2([CH3:27])[C@H:12]([O:22][C:23]([CH2:25][OH:26])=[O:24])[CH2:13][C@:14]([CH:20]=[CH2:21])([CH3:19])[C@@H:15]([OH:18])[C@H:16]([CH3:17])[C@:5]3([C@@H:10]2[C:8](=[O:9])[CH2:7][CH2:6]3)[CH2:4][CH2:3]1.[S:36]([O-:38])(=[O:9])(=[O:37])[CH3:35]. The catalyst class is: 824. (6) Reactant: [CH3:1][S:2][C:3]1[S:7][C:6]([C:8]2[N:9]=[C:10](O)[C:11]3[CH2:16][CH2:15][CH2:14][C:12]=3[N:13]=2)=[CH:5][CH:4]=1.O=P(Cl)(Cl)[Cl:20].O. Product: [Cl:20][C:10]1[C:11]2[CH2:16][CH2:15][CH2:14][C:12]=2[N:13]=[C:8]([C:6]2[S:7][C:3]([S:2][CH3:1])=[CH:4][CH:5]=2)[N:9]=1. The catalyst class is: 4.